This data is from Reaction yield outcomes from USPTO patents with 853,638 reactions. The task is: Predict the reaction yield, written as a fraction of the theoretical maximum amount of product (1.0 means a 100% yield; for example, 0.34 means a 34% yield). (1) The reactants are [N+:1]([C:4]1[N:5]=[C:6]([S:9]([C:12]2[CH:17]=[CH:16][C:15]([N+:18]([O-:20])=[O:19])=[CH:14][CH:13]=2)(=[O:11])=[O:10])[NH:7][CH:8]=1)([O-:3])=[O:2].[CH3:21]N(C)C=O.C(=O)([O-])[O-].[K+].[K+].[F-].[Cs+].[C:34]([O:37][CH2:38][CH3:39])(=O)C. The catalyst is O. The product is [CH3:21][C@@:38]1([CH2:39][N:7]2[CH:8]=[C:4]([N+:1]([O-:3])=[O:2])[N:5]=[C:6]2[S:9]([C:12]2[CH:13]=[CH:14][C:15]([N+:18]([O-:20])=[O:19])=[CH:16][CH:17]=2)(=[O:11])=[O:10])[CH2:34][O:37]1. The yield is 0.310. (2) The reactants are [CH3:1][C:2]1[CH:7]=[C:6]([S:8]([CH3:11])(=[O:10])=[O:9])[CH:5]=[CH:4][C:3]=1[C:12]1[N:17]=[CH:16][C:15]([O:18][CH2:19][CH:20]2[CH2:25][CH2:24][N:23](C(OC(C)(C)C)=O)[CH2:22][CH2:21]2)=[CH:14][CH:13]=1.[C:33]([OH:39])([C:35]([F:38])([F:37])[F:36])=[O:34]. The catalyst is C(Cl)Cl. The product is [F:36][C:35]([F:38])([F:37])[C:33]([OH:39])=[O:34].[CH3:1][C:2]1[CH:7]=[C:6]([S:8]([CH3:11])(=[O:10])=[O:9])[CH:5]=[CH:4][C:3]=1[C:12]1[CH:13]=[CH:14][C:15]([O:18][CH2:19][CH:20]2[CH2:25][CH2:24][NH:23][CH2:22][CH2:21]2)=[CH:16][N:17]=1. The yield is 1.00. (3) The reactants are [CH3:1][C:2]1[CH:11]=[C:10]2[C:5]([CH2:6][CH2:7][CH2:8][NH:9]2)=[CH:4][CH:3]=1.C(=O)([O-])[O-].[K+].[K+].[CH:18](I)([CH3:20])[CH3:19]. The catalyst is CN(C)C=O. The product is [CH:18]([N:9]1[C:10]2[C:5](=[CH:4][CH:3]=[C:2]([CH3:1])[CH:11]=2)[CH2:6][CH2:7][CH2:8]1)([CH3:20])[CH3:19]. The yield is 0.820. (4) The yield is 0.860. The catalyst is CN(C=O)C. The product is [Br:1][C:2]1[CH:7]=[CH:6][C:5]([S:8]([CH3:11])(=[O:10])=[O:9])=[C:4]([OH:15])[CH:3]=1. The reactants are [Br:1][C:2]1[CH:7]=[CH:6][C:5]([S:8]([CH3:11])(=[O:10])=[O:9])=[C:4](F)[CH:3]=1.CS(CCO)(=O)=[O:15].[H-].[Na+].Cl.